Dataset: Full USPTO retrosynthesis dataset with 1.9M reactions from patents (1976-2016). Task: Predict the reactants needed to synthesize the given product. (1) Given the product [CH3:2][C:3]1[C:4]([CH2:13][CH2:14][N:15]2[CH2:20][CH2:19][N:18]([CH2:33][CH2:32][C:29]3[CH:30]=[N:31][C:26]([N:21]4[CH:25]=[N:24][N:23]=[N:22]4)=[CH:27][CH:28]=3)[CH2:17][CH2:16]2)=[CH:5][CH:6]=[C:7]2[C:11]=1[CH2:10][O:9][C:8]2=[O:12], predict the reactants needed to synthesize it. The reactants are: Cl.[CH3:2][C:3]1[C:11]2[CH2:10][O:9][C:8](=[O:12])[C:7]=2[CH:6]=[CH:5][C:4]=1[CH2:13][CH2:14][N:15]1[CH2:20][CH2:19][NH:18][CH2:17][CH2:16]1.[N:21]1([C:26]2[N:31]=[CH:30][C:29]([CH2:32][CH:33]=O)=[CH:28][CH:27]=2)[CH:25]=[N:24][N:23]=[N:22]1. (2) The reactants are: [Cl:1][C:2]1[CH:7]=[CH:6][CH:5]=[CH:4][C:3]=1[OH:8].Cl[C:10]1[C:19]2[C:14](=[CH:15][CH:16]=[CH:17][CH:18]=2)[CH:13]=[C:12]([NH:20][C:21]2[CH:25]=[C:24]([CH3:26])[NH:23][N:22]=2)[N:11]=1. Given the product [Cl:1][C:2]1[CH:7]=[CH:6][CH:5]=[CH:4][C:3]=1[O:8][C:10]1[C:19]2[C:14](=[CH:15][CH:16]=[CH:17][CH:18]=2)[CH:13]=[C:12]([NH:20][C:21]2[CH:25]=[C:24]([CH3:26])[NH:23][N:22]=2)[N:11]=1, predict the reactants needed to synthesize it.